Dataset: Reaction yield outcomes from USPTO patents with 853,638 reactions. Task: Predict the reaction yield, written as a fraction of the theoretical maximum amount of product (1.0 means a 100% yield; for example, 0.34 means a 34% yield). (1) The reactants are [CH3:1][C:2](OC(C)=O)=[O:3].[CH2:8]([C:10]1[C:15](=[O:16])[N:14]2[N:17]=[CH:18][C:19]([C:20]3[CH:21]=[N:22][NH:23][CH:24]=3)=[C:13]2[NH:12][C:11]=1[CH3:25])[CH3:9]. The catalyst is N1C=CC=CC=1. The product is [C:2]([N:22]1[CH:21]=[C:20]([C:19]2[CH:18]=[N:17][N:14]3[C:15](=[O:16])[C:10]([CH2:8][CH3:9])=[C:11]([CH3:25])[NH:12][C:13]=23)[CH:24]=[N:23]1)(=[O:3])[CH3:1]. The yield is 0.210. (2) The reactants are [O:1]([C:8]1[CH:13]=[CH:12][C:11](B(O)O)=[CH:10][CH:9]=1)[C:2]1[CH:7]=[CH:6][CH:5]=[CH:4][CH:3]=1.[NH:17]1[CH:21]=[CH:20][C:19]([C:22]([O:24][CH2:25][CH3:26])=[O:23])=[N:18]1.N1C=CC=CC=1. The catalyst is C1COCC1.C([O-])(=O)C.[Cu+2].C([O-])(=O)C. The product is [CH2:25]([O:24][C:22]([C:19]1[N:18]([C:11]2[CH:12]=[CH:13][C:8]([O:1][C:2]3[CH:7]=[CH:6][CH:5]=[CH:4][CH:3]=3)=[CH:9][CH:10]=2)[N:17]=[CH:21][CH:20]=1)=[O:23])[CH3:26].[CH2:25]([O:24][C:22]([C:19]1[CH:20]=[CH:21][N:17]([C:11]2[CH:12]=[CH:13][C:8]([O:1][C:2]3[CH:7]=[CH:6][CH:5]=[CH:4][CH:3]=3)=[CH:9][CH:10]=2)[N:18]=1)=[O:23])[CH3:26]. The yield is 0.0460.